Predict which catalyst facilitates the given reaction. From a dataset of Catalyst prediction with 721,799 reactions and 888 catalyst types from USPTO. (1) Reactant: [CH:1]1([N:4]2[C:13]3[C:8](=[CH:9][C:10]([F:15])=[C:11](Cl)[N:12]=3)[C:7](=[O:16])[C:6]([C:17]([OH:19])=[O:18])=[CH:5]2)[CH2:3][CH2:2]1.[CH3:20][O:21][N:22]=[C:23]1[C:27]2([CH2:30][N:29]([C:31]([O:33][C:34]([CH3:37])([CH3:36])[CH3:35])=[O:32])[CH2:28]2)[CH2:26][NH:25][CH2:24]1. Product: [C:34]([O:33][C:31]([N:29]1[CH2:30][C:27]2([C:23](=[N:22][O:21][CH3:20])[CH2:24][N:25]([C:11]3[N:12]=[C:13]4[C:8]([C:7](=[O:16])[C:6]([C:17]([OH:19])=[O:18])=[CH:5][N:4]4[CH:1]4[CH2:3][CH2:2]4)=[CH:9][C:10]=3[F:15])[CH2:26]2)[CH2:28]1)=[O:32])([CH3:37])([CH3:36])[CH3:35]. The catalyst class is: 10. (2) Reactant: [Cl:1][C:2]1[CH:7]=[CH:6][C:5]([S:8]([N:11]([C:15]2[C:16]([C:22](=[O:32])[C:23]3[CH:28]=[CH:27][CH:26]=[CH:25][C:24]=3[N+:29]([O-])=O)=[N:17][CH:18]=[C:19]([Cl:21])[CH:20]=2)[CH2:12][O:13][CH3:14])(=[O:10])=[O:9])=[CH:4][C:3]=1[C:33]([F:36])([F:35])[F:34]. Product: [NH2:29][C:24]1[CH:25]=[CH:26][CH:27]=[CH:28][C:23]=1[C:22]([C:16]1[C:15]([N:11]([CH2:12][O:13][CH3:14])[S:8]([C:5]2[CH:6]=[CH:7][C:2]([Cl:1])=[C:3]([C:33]([F:36])([F:35])[F:34])[CH:4]=2)(=[O:10])=[O:9])=[CH:20][C:19]([Cl:21])=[CH:18][N:17]=1)=[O:32]. The catalyst class is: 409. (3) Reactant: [CH3:1][C:2]1[CH:7]=[CH:6][N:5]=[CH:4][C:3]=1[N:8]1[CH2:12][CH2:11][NH:10][C:9]1=[O:13].Br[C:15]1[S:19][C:18]2[CH:20]=[CH:21][CH:22]=[CH:23][C:17]=2[CH:16]=1.N[C@@H]1CCCC[C@H]1N.C(=O)([O-])[O-].[K+].[K+]. Product: [S:19]1[C:15]([N:10]2[CH2:11][CH2:12][N:8]([C:3]3[CH:4]=[N:5][CH:6]=[CH:7][C:2]=3[CH3:1])[C:9]2=[O:13])=[CH:16][C:17]2[CH:23]=[CH:22][CH:21]=[CH:20][C:18]1=2. The catalyst class is: 246. (4) Reactant: [CH:1]1([C:4]([CH:6]2[CH2:18][CH2:17][C:9]3[N:10]=[C:11]([NH:13][C:14](=[O:16])[CH3:15])[S:12][C:8]=3[C:7]2=O)=O)[CH2:3][CH2:2]1.[NH:20]([C@@H:22]1[CH2:27][CH2:26][C@H:25]([C:28]([O:30][CH2:31][CH3:32])=[O:29])[CH2:24][CH2:23]1)[NH2:21]. Product: [C:14]([NH:13][C:11]1[S:12][C:8]2[C:7]3[N:20]([C@@H:22]4[CH2:23][CH2:24][C@H:25]([C:28]([O:30][CH2:31][CH3:32])=[O:29])[CH2:26][CH2:27]4)[N:21]=[C:4]([CH:1]4[CH2:3][CH2:2]4)[C:6]=3[CH2:18][CH2:17][C:9]=2[N:10]=1)(=[O:16])[CH3:15]. The catalyst class is: 15. (5) Reactant: [Br:1][C:2]1[CH:7]=[C:6]([O:8][C:9]#[N:10])[CH:5]=[CH:4][C:3]=1[CH3:11].[N-:12]=[N+:13]=[N-:14].[Na+].[NH4+].[Cl-].[CH3:18][N:19]([CH:21]=[O:22])C. Product: [Br:1][C:2]1[CH:7]=[C:6]([CH:5]=[CH:4][C:3]=1[CH3:11])[O:8][C:9]1[N:12]=[N:13][N:14]([CH3:18])[N:10]=1.[Br:1][C:2]1[CH:7]=[C:6]([CH:5]=[CH:4][C:3]=1[CH3:11])[O:22][C:21]1[N:19]([CH3:18])[N:14]=[N:13][N:12]=1. The catalyst class is: 25.